This data is from Forward reaction prediction with 1.9M reactions from USPTO patents (1976-2016). The task is: Predict the product of the given reaction. (1) Given the reactants [C:1]([CH:3]([CH:7]1[C:11]([Cl:12])=[C:10](Cl)C(=O)O1)[C:4]([NH2:6])=[O:5])#[N:2].Cl.[NH2:16][CH2:17][C:18]1[CH:23]=[CH:22][CH:21]=[CH:20][C:19]=1[S:24]([NH:27][CH:28]1[CH2:30][CH2:29]1)(=[O:26])=[O:25].C(=O)([O-])[O-].[K+].[K+].[OH-].[Na+], predict the reaction product. The product is: [ClH:12].[Cl:12][C:11]1[CH:7]=[C:3]([C:4]([NH2:6])=[O:5])[C:1](=[NH:2])[N:16]([CH2:17][C:18]2[CH:23]=[CH:22][CH:21]=[CH:20][C:19]=2[S:24](=[O:26])(=[O:25])[NH:27][CH:28]2[CH2:29][CH2:30]2)[CH:10]=1. (2) Given the reactants [CH2:1]=[C:2]1[C:8]2[CH:9]=[CH:10][CH:11]=[CH:12][C:7]=2[CH2:6][CH2:5][C:4]2[CH:13]=[CH:14][CH:15]=[CH:16][C:3]1=2.Br[C:18]1[CH:25]=[CH:24][CH:23]=[CH:22][C:19]=1[C:20]#[N:21].CC([O-])=O.[Na+], predict the reaction product. The product is: [CH:12]1[C:7]2[CH2:6][CH2:5][C:4]3[CH:13]=[CH:14][CH:15]=[CH:16][C:3]=3[C:2](=[CH:1][C:18]3[CH:25]=[CH:24][CH:23]=[CH:22][C:19]=3[C:20]#[N:21])[C:8]=2[CH:9]=[CH:10][CH:11]=1. (3) Given the reactants Br[C:2]1[CH:11]=[CH:10][C:9]2[N:8]=[CH:7][C:6]3[N:12]([CH3:23])[C:13](=[O:22])[N:14]([C:15]4[C:16]([CH3:21])=[N:17][N:18]([CH3:20])[CH:19]=4)[C:5]=3[C:4]=2[CH:3]=1.[N:24]1([C:29]2[CH:34]=[CH:33][C:32](B(O)O)=[CH:31][CH:30]=2)[CH:28]=[CH:27][CH:26]=[N:25]1, predict the reaction product. The product is: [CH3:20][N:18]1[CH:19]=[C:15]([N:14]2[C:5]3[C:4]4[CH:3]=[C:2]([C:32]5[CH:31]=[CH:30][C:29]([N:24]6[CH:28]=[CH:27][CH:26]=[N:25]6)=[CH:34][CH:33]=5)[CH:11]=[CH:10][C:9]=4[N:8]=[CH:7][C:6]=3[N:12]([CH3:23])[C:13]2=[O:22])[C:16]([CH3:21])=[N:17]1. (4) Given the reactants [C:1]([O:5][C:6]([NH:8][CH2:9][C:10]([F:23])([F:22])[C:11]1[CH:16]=[CH:15][CH:14]=[C:13]([O:17][CH2:18][CH2:19][CH2:20][CH3:21])[CH:12]=1)=[O:7])([CH3:4])([CH3:3])[CH3:2].[H-].[Na+].[CH3:26][N:27]([CH3:32])[C:28](=[O:31])[CH2:29]Cl, predict the reaction product. The product is: [C:1]([O:5][C:6]([N:8]([CH2:9][C:10]([F:22])([F:23])[C:11]1[CH:16]=[CH:15][CH:14]=[C:13]([O:17][CH2:18][CH2:19][CH2:20][CH3:21])[CH:12]=1)[CH2:29][C:28]([N:27]([CH3:32])[CH3:26])=[O:31])=[O:7])([CH3:2])([CH3:4])[CH3:3]. (5) Given the reactants [F:1][C:2]1[CH:9]=[CH:8][C:5]([CH:6]=O)=[CH:4][CH:3]=1.[CH3:10][O:11][C:12]1[CH:13]=[C:14]([CH:18]=[CH:19][C:20]=1[O:21][CH3:22])[CH2:15][C:16]#[N:17], predict the reaction product. The product is: [CH3:10][O:11][C:12]1[CH:13]=[C:14](/[C:15](=[CH:6]/[C:5]2[CH:8]=[CH:9][C:2]([F:1])=[CH:3][CH:4]=2)/[C:16]#[N:17])[CH:18]=[CH:19][C:20]=1[O:21][CH3:22].